Dataset: Peptide-MHC class II binding affinity with 134,281 pairs from IEDB. Task: Regression. Given a peptide amino acid sequence and an MHC pseudo amino acid sequence, predict their binding affinity value. This is MHC class II binding data. (1) The peptide sequence is IGNTVTPTVTFTMDGDK. The MHC is DRB1_0405 with pseudo-sequence DRB1_0405. The binding affinity (normalized) is 0.210. (2) The peptide sequence is KMIGGIGGFIKVRQYDQILI. The MHC is DRB1_0901 with pseudo-sequence DRB1_0901. The binding affinity (normalized) is 0.228.